This data is from Reaction yield outcomes from USPTO patents with 853,638 reactions. The task is: Predict the reaction yield, written as a fraction of the theoretical maximum amount of product (1.0 means a 100% yield; for example, 0.34 means a 34% yield). (1) The reactants are [CH:1]([N:4]1[CH2:9][CH2:8][CH:7]([O:10][C:11]2[CH:19]=[CH:18][C:17]3[N:16]4[C@H:20]([CH3:25])[CH2:21][NH:22][C:23](=[O:24])[C:15]4=[CH:14][C:13]=3[CH:12]=2)[CH2:6][CH2:5]1)([CH3:3])[CH3:2].[H-].[Na+].Br[CH2:29][C:30]1[CH:34]=[C:33]([CH3:35])[O:32][N:31]=1. No catalyst specified. The product is [CH:1]([N:4]1[CH2:9][CH2:8][CH:7]([O:10][C:11]2[CH:19]=[CH:18][C:17]3[N:16]4[C@H:20]([CH3:25])[CH2:21][N:22]([CH2:29][C:30]5[CH:34]=[C:33]([CH3:35])[O:32][N:31]=5)[C:23](=[O:24])[C:15]4=[CH:14][C:13]=3[CH:12]=2)[CH2:6][CH2:5]1)([CH3:3])[CH3:2]. The yield is 0.760. (2) The yield is 0.630. The product is [C:16]1([C:2]2[CH:3]=[CH:4][CH:5]=[CH:13][C:14]=2[C:2]2[CH:3]=[CH:4][C:5]3[NH:6][C:7]4[C:12]([C:13]=3[CH:14]=2)=[CH:11][C:10]([C:9]2[CH:8]=[CH:7][CH:12]=[CH:11][C:51]=2[C:46]2[CH:45]=[CH:50][CH:49]=[CH:48][CH:47]=2)=[CH:9][CH:8]=4)[CH:21]=[CH:20][CH:19]=[CH:18][CH:17]=1. The catalyst is C([O-])(=O)C.[Pd+2].C([O-])(=O)C.C(COC)OC.O. The reactants are Br[C:2]1[CH:3]=[CH:4][C:5]2[NH:6][C:7]3[C:12]([C:13]=2[CH:14]=1)=[CH:11][C:10](Br)=[CH:9][CH:8]=3.[C:16]1(B(O)O)[CH:21]=[CH:20][CH:19]=[CH:18][CH:17]=1.C(=O)([O-])[O-].[K+].[K+].[C:46]1([CH3:51])[CH:47]=[CH:48][CH:49]=[CH:50][C:45]=1P([C:45]1[CH:50]=[CH:49][CH:48]=[CH:47][C:46]=1[CH3:51])[C:45]1[CH:50]=[CH:49][CH:48]=[CH:47][C:46]=1[CH3:51].